Dataset: Rat liver microsome stability data. Task: Regression/Classification. Given a drug SMILES string, predict its absorption, distribution, metabolism, or excretion properties. Task type varies by dataset: regression for continuous measurements (e.g., permeability, clearance, half-life) or binary classification for categorical outcomes (e.g., BBB penetration, CYP inhibition). Dataset: rlm. (1) The compound is COc1ccc2c(c1)c(-c1c[nH]c(NC(C)=O)n1)cn2S(=O)(=O)c1ccccc1. The result is 0 (unstable in rat liver microsomes). (2) The compound is O=c1cc(-c2ccc(C(F)(F)F)cc2)ccn1-c1ccc2c(cnn2CCN2CCCC2)c1. The result is 0 (unstable in rat liver microsomes).